From a dataset of NCI-60 drug combinations with 297,098 pairs across 59 cell lines. Regression. Given two drug SMILES strings and cell line genomic features, predict the synergy score measuring deviation from expected non-interaction effect. (1) Drug 1: CC1C(C(CC(O1)OC2CC(CC3=C2C(=C4C(=C3O)C(=O)C5=C(C4=O)C(=CC=C5)OC)O)(C(=O)C)O)N)O.Cl. Drug 2: CCC1=C2CN3C(=CC4=C(C3=O)COC(=O)C4(CC)O)C2=NC5=C1C=C(C=C5)O. Cell line: SF-539. Synergy scores: CSS=33.2, Synergy_ZIP=-7.76, Synergy_Bliss=-3.38, Synergy_Loewe=-11.6, Synergy_HSA=-1.47. (2) Drug 1: C1C(C(OC1N2C=C(C(=O)NC2=O)F)CO)O. Drug 2: N.N.Cl[Pt+2]Cl. Cell line: IGROV1. Synergy scores: CSS=61.3, Synergy_ZIP=-2.83, Synergy_Bliss=-1.50, Synergy_Loewe=1.17, Synergy_HSA=2.21.